From a dataset of HIV replication inhibition screening data with 41,000+ compounds from the AIDS Antiviral Screen. Binary Classification. Given a drug SMILES string, predict its activity (active/inactive) in a high-throughput screening assay against a specified biological target. (1) The drug is C#CC=CCCCCC=CC#CC#CCCCC#CC#CC(COS(=O)(=O)O)OS(=O)(=O)O.[NaH]. The result is 1 (active). (2) The compound is CCCCCC=C(c1ccc(OC)c(C(=O)OC)c1)c1ccc(OC)c(C(=O)OC)c1. The result is 0 (inactive). (3) The compound is Cc1ccc(S(=O)(=O)N(C=O)N=C2CCN(Cc3ccccc3)CC2)cc1. The result is 0 (inactive). (4) The drug is S=c1sc2ccccc2n1CN1CCCC1. The result is 0 (inactive).